This data is from Reaction yield outcomes from USPTO patents with 853,638 reactions. The task is: Predict the reaction yield, written as a fraction of the theoretical maximum amount of product (1.0 means a 100% yield; for example, 0.34 means a 34% yield). (1) The reactants are [I:1][C:2]1[N:3]=[CH:4][C:5]([O:8][CH2:9][CH:10]2[CH2:15][CH2:14][N:13]([CH2:16][C:17](O)([CH2:20][CH3:21])[CH2:18][CH3:19])[CH2:12][CH2:11]2)=[N:6][CH:7]=1.CCN(S(F)(F)[F:29])CC.C([O-])(O)=O.[Na+]. The catalyst is C(Cl)Cl. The product is [CH2:18]([C:17]([F:29])([CH2:20][CH3:21])[CH2:16][N:13]1[CH2:14][CH2:15][CH:10]([CH2:9][O:8][C:5]2[CH:4]=[N:3][C:2]([I:1])=[CH:7][N:6]=2)[CH2:11][CH2:12]1)[CH3:19]. The yield is 0.170. (2) The reactants are [Br:1][C:2]1[CH:7]=[CH:6][C:5]([NH:8][C:9]([C:11]2[N:12](COCC[Si](C)(C)C)[CH:13]=[C:14]([C:16]#[N:17])[N:15]=2)=[O:10])=[C:4]([C:26]2[CH2:31][CH2:30][C:29]([CH3:33])([CH3:32])[CH2:28][CH:27]=2)[CH:3]=1.CCO.C(O)(C(F)(F)F)=O. The catalyst is C(Cl)Cl. The product is [Br:1][C:2]1[CH:7]=[CH:6][C:5]([NH:8][C:9]([C:11]2[NH:12][CH:13]=[C:14]([C:16]#[N:17])[N:15]=2)=[O:10])=[C:4]([C:26]2[CH2:31][CH2:30][C:29]([CH3:33])([CH3:32])[CH2:28][CH:27]=2)[CH:3]=1. The yield is 0.950. (3) The reactants are [CH2:1]([C:5]1[C:9](/[CH:10]=[CH:11]/[C:12]2[S:13][C:14]([C:18]([OH:20])=O)=[C:15]([CH3:17])[N:16]=2)=[C:8]([CH3:21])[O:7][N:6]=1)[CH2:2][CH2:3][CH3:4].Cl.[F:23][C:24]1([F:28])[CH2:27][NH:26][CH2:25]1.ON1C(=O)CCC1=O.C(N(CC)CC)C. The catalyst is CN(C=O)C.O. The product is [CH2:1]([C:5]1[C:9](/[CH:10]=[CH:11]/[C:12]2[S:13][C:14]([C:18]([N:26]3[CH2:27][C:24]([F:28])([F:23])[CH2:25]3)=[O:20])=[C:15]([CH3:17])[N:16]=2)=[C:8]([CH3:21])[O:7][N:6]=1)[CH2:2][CH2:3][CH3:4]. The yield is 0.290. (4) The reactants are [CH:1]([CH:4]1[C:9](=[O:10])[NH:8][C:7]2[CH:11]=[CH:12][C:13]([N+:15]([O-:17])=[O:16])=[CH:14][C:6]=2[O:5]1)([CH3:3])[CH3:2].C(=O)([O-])[O-].[K+].[K+].I[CH2:25][CH3:26].O. The catalyst is CN(C=O)C. The product is [CH2:25]([N:8]1[C:7]2[CH:11]=[CH:12][C:13]([N+:15]([O-:17])=[O:16])=[CH:14][C:6]=2[O:5][CH:4]([CH:1]([CH3:3])[CH3:2])[C:9]1=[O:10])[CH3:26]. The yield is 0.332. (5) The reactants are [N:1]1[CH:6]=[C:5]([O:7][C:8]2[N:13]=[CH:12][C:11]([NH2:14])=[CH:10][CH:9]=2)[CH:4]=[N:3][CH:2]=1.[NH:15]1[C:23]2[C:18](=[CH:19][CH:20]=[CH:21][CH:22]=2)[C:17]([C:24](O)=[O:25])=[CH:16]1.C1CCC(N=C=NC2CCCCC2)CC1. The catalyst is CN(C=O)C. The product is [N:3]1[CH:4]=[C:5]([O:7][C:8]2[N:13]=[CH:12][C:11]([NH:14][C:24]([C:17]3[C:18]4[C:23](=[CH:22][CH:21]=[CH:20][CH:19]=4)[NH:15][CH:16]=3)=[O:25])=[CH:10][CH:9]=2)[CH:6]=[N:1][CH:2]=1. The yield is 0.590. (6) The product is [C:31]([C:26]1[CH:27]=[CH:28][CH:29]=[CH:30][C:25]=1[C:22]1[CH:23]=[CH:24][C:19]([CH2:18][C:15]2[C:16](=[O:17])[N:11]([C@H:8]3[CH2:7][CH2:6][C@H:5]([O:4][CH2:3][C:2]([O:1][CH2:45][CH3:46])=[O:42])[CH2:10][CH2:9]3)[C:12]3[N:13]([N:38]=[CH:39][CH:40]=3)[C:14]=2[CH2:35][CH2:36][CH3:37])=[CH:20][C:21]=1[O:33][CH3:34])#[N:32]. The catalyst is C(OCC)(=O)C. The reactants are [O:1]1[C:5]2([CH2:10][CH2:9][CH:8]([N:11]3[C:16](=[O:17])[C:15]([CH2:18][C:19]4[CH:24]=[CH:23][C:22]([C:25]5[C:26]([C:31]#[N:32])=[CH:27][CH:28]=[CH:29][CH:30]=5)=[C:21]([O:33][CH3:34])[CH:20]=4)=[C:14]([CH2:35][CH2:36][CH3:37])[N:13]4[N:38]=[CH:39][CH:40]=[C:12]34)[CH2:7][CH2:6]2)[O:4][CH2:3][CH2:2]1.Cl.[OH-:42].[Na+].O1CC[CH2:46][CH2:45]1. The yield is 0.530. (7) The product is [Cl:29][C:30]1[CH:31]=[C:32]([CH:37]=[C:38]([Cl:41])[C:39]=1[O:40][C:15]1[CH:20]=[CH:19][C:18]([O:21][CH3:22])=[C:17]([CH:23]([CH3:24])[CH3:25])[CH:16]=1)[C:33]([O:35][CH3:36])=[O:34]. The yield is 0.800. The reactants are F[B-](F)(F)F.[CH3:22][O:21][C:18]1[CH:19]=[CH:20][C:15]([I+][C:15]2[CH:20]=[CH:19][C:18]([O:21][CH3:22])=[C:17]([CH:23]([CH3:25])[CH3:24])[CH:16]=2)=[CH:16][C:17]=1[CH:23]([CH3:25])[CH3:24].[Cl:29][C:30]1[CH:31]=[C:32]([CH:37]=[C:38]([Cl:41])[C:39]=1[OH:40])[C:33]([O:35][CH3:36])=[O:34]. The catalyst is C(Cl)Cl.[Cu]. (8) The reactants are [CH2:1]([C:3]1[CH:4]=[C:5]([C:14]2[CH:19]=[CH:18][C:17]([OH:20])=[CH:16][CH:15]=2)[CH:6]=[CH:7][C:8]=1[CH2:9][C:10]([O:12]C)=[O:11])[CH3:2].Br[CH2:22][C:23]1[C:28]([C:29]([O:31][C:32]([CH3:35])([CH3:34])[CH3:33])=[O:30])=[C:27]([O:36]C(OC(C)(C)C)=O)[C:26]([C:44]([F:47])([F:46])[F:45])=[CH:25][CH:24]=1. The product is [C:32]([O:31][C:29]([C:28]1[C:27]([OH:36])=[C:26]([C:44]([F:46])([F:47])[F:45])[CH:25]=[CH:24][C:23]=1[CH2:22][O:20][C:17]1[CH:16]=[CH:15][C:14]([C:5]2[CH:6]=[CH:7][C:8]([CH2:9][C:10]([OH:12])=[O:11])=[C:3]([CH2:1][CH3:2])[CH:4]=2)=[CH:19][CH:18]=1)=[O:30])([CH3:33])([CH3:35])[CH3:34]. No catalyst specified. The yield is 0.460. (9) The reactants are I[C:2]1[CH:7]=[CH:6][CH:5]=[CH:4][CH:3]=1.[CH2:8]([O:10][C:11](=[O:20])[CH:12]=[CH:13][CH2:14][C:15]([O:17][CH2:18][CH3:19])=[O:16])[CH3:9].CC([O-])=O.[Na+]. The catalyst is CC(N(C)C)=O.C(Cl)Cl.CC([O-])=O.CC([O-])=O.[Pd+2]. The product is [C:2]1(/[C:13](/[CH2:12][C:11]([O:10][CH2:8][CH3:9])=[O:20])=[CH:14]\[C:15]([O:17][CH2:18][CH3:19])=[O:16])[CH:7]=[CH:6][CH:5]=[CH:4][CH:3]=1. The yield is 0.280.